From a dataset of NCI-60 drug combinations with 297,098 pairs across 59 cell lines. Regression. Given two drug SMILES strings and cell line genomic features, predict the synergy score measuring deviation from expected non-interaction effect. Drug 1: CC12CCC3C(C1CCC2=O)CC(=C)C4=CC(=O)C=CC34C. Drug 2: C(CCl)NC(=O)N(CCCl)N=O. Cell line: SNB-75. Synergy scores: CSS=28.5, Synergy_ZIP=-7.97, Synergy_Bliss=1.45, Synergy_Loewe=1.13, Synergy_HSA=0.392.